Dataset: Full USPTO retrosynthesis dataset with 1.9M reactions from patents (1976-2016). Task: Predict the reactants needed to synthesize the given product. (1) Given the product [CH3:21][C:16]1([CH3:22])[C:17]([CH3:20])([CH3:19])[O:18][B:14]([C:2]2[CH:10]=[C:9]3[C:5]([C:6]4([CH2:13][CH2:12]4)[C:7](=[O:11])[NH:8]3)=[CH:4][CH:3]=2)[O:15]1, predict the reactants needed to synthesize it. The reactants are: Br[C:2]1[CH:10]=[C:9]2[C:5]([C:6]3([CH2:13][CH2:12]3)[C:7](=[O:11])[NH:8]2)=[CH:4][CH:3]=1.[B:14]1([B:14]2[O:18][C:17]([CH3:20])([CH3:19])[C:16]([CH3:22])([CH3:21])[O:15]2)[O:18][C:17]([CH3:20])([CH3:19])[C:16]([CH3:22])([CH3:21])[O:15]1.C([O-])(=O)C.[K+]. (2) Given the product [F:47][C:31]([F:30])([F:48])[C:32]1[CH:33]=[C:34]([N:38]2[CH2:43][CH2:42][CH:41]([C:44]([Cl:46])=[O:45])[CH2:40][CH2:39]2)[CH:35]=[CH:36][CH:37]=1.[NH:20]1[C:28]2[C:23](=[CH:24][CH:25]=[CH:26][C:27]=2[NH:29][C:15]([CH:12]2[CH2:11][CH2:10][N:9]([C:5]3[CH:6]=[CH:7][CH:8]=[C:3]([C:2]([F:1])([F:19])[F:18])[CH:4]=3)[CH2:14][CH2:13]2)=[O:17])[CH:22]=[N:21]1, predict the reactants needed to synthesize it. The reactants are: [F:1][C:2]([F:19])([F:18])[C:3]1[CH:4]=[C:5]([N:9]2[CH2:14][CH2:13][CH:12]([C:15]([OH:17])=O)[CH2:11][CH2:10]2)[CH:6]=[CH:7][CH:8]=1.[NH:20]1[C:28]2[C:23](=[CH:24][CH:25]=[CH:26][C:27]=2[NH2:29])[CH:22]=[N:21]1.[F:30][C:31]([F:48])([F:47])[C:32]1[CH:33]=[C:34]([N:38]2[CH2:43][CH2:42][CH:41]([C:44]([Cl:46])=[O:45])[CH2:40][CH2:39]2)[CH:35]=[CH:36][CH:37]=1. (3) Given the product [CH2:1]([O:8][C:9]1[CH:18]=[CH:17][CH:16]=[C:15]2[C:10]=1[CH2:11][CH2:12][CH2:13][CH:14]2[C:19]([N:21]([C:28]1[CH:29]=[N:30][C:31]([CH:34]([CH3:36])[CH3:35])=[CH:32][CH:33]=1)[CH2:22][C:23]1[CH:24]=[N:25][N:26]([CH2:38][C:39]2[S:40][CH:41]=[CH:42][CH:43]=2)[CH:27]=1)=[O:20])[C:2]1[CH:7]=[CH:6][CH:5]=[CH:4][CH:3]=1, predict the reactants needed to synthesize it. The reactants are: [CH2:1]([O:8][C:9]1[CH:18]=[CH:17][CH:16]=[C:15]2[C:10]=1[CH2:11][CH2:12][CH2:13][CH:14]2[C:19]([N:21]([C:28]1[CH:29]=[N:30][C:31]([CH:34]([CH3:36])[CH3:35])=[CH:32][CH:33]=1)[CH2:22][C:23]1[CH:24]=[N:25][NH:26][CH:27]=1)=[O:20])[C:2]1[CH:7]=[CH:6][CH:5]=[CH:4][CH:3]=1.Cl[CH2:38][C:39]1[S:40][CH:41]=[CH:42][CH:43]=1. (4) Given the product [C:7]([C:11]1[CH:12]=[CH:13][C:14]([C:17]2[C:26]3[CH2:25][CH2:24][CH2:23][CH2:22][C:21]=3[CH:20]=[C:19]3[CH:27]=[C:28]([CH3:30])[CH2:29][C:18]=23)=[CH:15][CH:16]=1)([CH3:10])([CH3:8])[CH3:9], predict the reactants needed to synthesize it. The reactants are: [H-].[H-].[H-].[H-].[Li+].[Al+3].[C:7]([C:11]1[CH:16]=[CH:15][C:14]([C:17]2[C:26]3[CH2:25][CH2:24][CH2:23][CH2:22][C:21]=3[CH:20]=[C:19]3[C:27](=O)[CH:28]([CH3:30])[CH2:29][C:18]=23)=[CH:13][CH:12]=1)([CH3:10])([CH3:9])[CH3:8].Cl.C1C=CC=CC=1.CCOC(C)=O. (5) The reactants are: [C:1](Cl)(=[O:5])[CH:2]([CH3:4])[CH3:3].C(N(CC)CC)C.[C:14]1([SH:20])[CH:19]=[CH:18][CH:17]=[CH:16][CH:15]=1.CCCC(C)C.C(OCC)(=O)C. Given the product [C:1](=[O:5])([S:20][C:14]1[CH:19]=[CH:18][CH:17]=[CH:16][CH:15]=1)[CH:2]([CH3:4])[CH3:3], predict the reactants needed to synthesize it. (6) Given the product [CH:1]1([C:4]2[N:8]([CH2:9][C:10]3[C:11]([F:20])=[CH:12][C:13]([O:17][CH2:18][CH3:19])=[CH:14][C:15]=3[F:16])[N:7]=[C:6]([C:21]3[N:26]=[C:25]([NH:27][C:28]4[CH:29]=[CH:30][N:31]=[CH:32][CH:33]=4)[C:24]([O:34][CH2:43][CH2:44][N:45]([CH3:47])[CH3:46])=[CH:23][N:22]=3)[C:5]=2[CH3:35])[CH2:3][CH2:2]1, predict the reactants needed to synthesize it. The reactants are: [CH:1]1([C:4]2[N:8]([CH2:9][C:10]3[C:15]([F:16])=[CH:14][C:13]([O:17][CH2:18][CH3:19])=[CH:12][C:11]=3[F:20])[N:7]=[C:6]([C:21]3[N:26]=[C:25]([NH:27][C:28]4[CH:33]=[CH:32][N:31]=[CH:30][CH:29]=4)[C:24]([OH:34])=[CH:23][N:22]=3)[C:5]=2[CH3:35])[CH2:3][CH2:2]1.C(=O)([O-])[O-].[K+].[K+].Cl[CH2:43][CH2:44][N:45]([CH3:47])[CH3:46].CC(=O)CC. (7) Given the product [CH3:1][C:2]1[C:6]([S:7]([NH:12][C@H:13]([C:34]2[CH:35]=[CH:36][CH:37]=[CH:38][CH:39]=2)[CH2:14][CH2:15][N:16]2[CH2:21][CH2:20][CH:19]([C:22]3[CH:23]=[C:24]([NH:28][C:29](=[O:33])[CH:30]([CH3:32])[CH3:31])[CH:25]=[CH:26][CH:27]=3)[CH2:18][CH2:17]2)(=[O:9])=[O:8])=[C:5]([CH3:11])[O:4][N:3]=1, predict the reactants needed to synthesize it. The reactants are: [CH3:1][C:2]1[C:6]([S:7](Cl)(=[O:9])=[O:8])=[C:5]([CH3:11])[O:4][N:3]=1.[NH2:12][C@H:13]([C:34]1[CH:39]=[CH:38][CH:37]=[CH:36][CH:35]=1)[CH2:14][CH2:15][N:16]1[CH2:21][CH2:20][CH:19]([C:22]2[CH:23]=[C:24]([NH:28][C:29](=[O:33])[CH:30]([CH3:32])[CH3:31])[CH:25]=[CH:26][CH:27]=2)[CH2:18][CH2:17]1.